From a dataset of Full USPTO retrosynthesis dataset with 1.9M reactions from patents (1976-2016). Predict the reactants needed to synthesize the given product. (1) Given the product [I:6][CH2:7][CH2:8][CH2:9][C:10]([O:12][C:14]([CH3:16])([CH3:15])[CH3:13])=[O:11], predict the reactants needed to synthesize it. The reactants are: S(=O)(=O)(O)O.[I:6][CH2:7][CH2:8][CH2:9][C:10]([OH:12])=[O:11].[CH2:13]=[C:14]([CH3:16])[CH3:15].C(=O)(O)[O-].[Na+]. (2) Given the product [F:1][C:2]([F:15])([F:14])[CH:3]([C:5]1[CH:10]=[CH:9][N:8]=[C:7]([C:11]2[NH:28][O:40][C:16](=[O:17])[N:13]=2)[CH:6]=1)[CH3:4], predict the reactants needed to synthesize it. The reactants are: [F:1][C:2]([F:15])([F:14])[CH:3]([C:5]1[CH:10]=[CH:9][N:8]=[C:7]([C:11]([NH2:13])=O)[CH:6]=1)[CH3:4].[C:16](N1C=CN=C1)(N1C=CN=C1)=[O:17].[N:28]12CCCN=C1CCCCC2.Cl.[OH2:40].